This data is from Full USPTO retrosynthesis dataset with 1.9M reactions from patents (1976-2016). The task is: Predict the reactants needed to synthesize the given product. (1) Given the product [NH2:19][CH2:18][CH2:17][CH:16]([C:12]1[CH:13]=[CH:14][CH:15]=[C:10]([C:9]#[C:8][CH:1]2[CH2:7][CH2:6][CH2:5][CH2:4][CH2:3][CH2:2]2)[CH:11]=1)[OH:26], predict the reactants needed to synthesize it. The reactants are: [CH:1]1([C:8]#[C:9][C:10]2[CH:11]=[C:12]([CH:16]([OH:26])[CH2:17][CH2:18][NH:19]C(=O)C(F)(F)F)[CH:13]=[CH:14][CH:15]=2)[CH2:7][CH2:6][CH2:5][CH2:4][CH2:3][CH2:2]1.N.CO. (2) Given the product [C:1]([O:5][C:6](=[O:24])[NH:7][C:8]1[CH:13]=[CH:12][C:11]([C:14]#[C:15][C:16]2[CH:17]=[CH:18][C:19]([F:22])=[CH:20][CH:21]=2)=[CH:10][C:9]=1[NH:23][C:28](=[O:27])[CH2:29][C:30]([C:32]1[CH:39]=[CH:38][CH:37]=[C:34]([C:35]#[N:36])[CH:33]=1)=[O:31])([CH3:4])([CH3:2])[CH3:3], predict the reactants needed to synthesize it. The reactants are: [C:1]([O:5][C:6](=[O:24])[NH:7][C:8]1[CH:13]=[CH:12][C:11]([C:14]#[C:15][C:16]2[CH:21]=[CH:20][C:19]([F:22])=[CH:18][CH:17]=2)=[CH:10][C:9]=1[NH2:23])([CH3:4])([CH3:3])[CH3:2].CC1(C)[O:31][C:30]([C:32]2[CH:33]=[C:34]([CH:37]=[CH:38][CH:39]=2)[C:35]#[N:36])=[CH:29][C:28](=O)[O:27]1. (3) Given the product [O:20]=[S:17]1(=[O:21])[CH2:18][CH2:19][CH:14]([C:5]2[C:4]3[C:8](=[C:9]([C:11]([NH2:13])=[O:12])[CH:10]=[C:2]([C:30]4[CH:31]=[C:32]([CH2:35][N:7]([CH3:8])[CH2:6][CH2:5][O:41][CH3:38])[S:33][CH:34]=4)[CH:3]=3)[NH:7][CH:6]=2)[CH2:15][CH2:16]1, predict the reactants needed to synthesize it. The reactants are: Br[C:2]1[CH:3]=[C:4]2[C:8](=[C:9]([C:11]([NH2:13])=[O:12])[CH:10]=1)[NH:7][CH:6]=[C:5]2[CH:14]1[CH2:19][CH2:18][S:17](=[O:21])(=[O:20])[CH2:16][CH2:15]1.CC1(C)C(C)(C)OB([C:30]2[CH:31]=[C:32]([CH:35]=O)[S:33][CH:34]=2)O1.[C:38]([O-:41])([O-])=O.[K+].[K+]. (4) Given the product [CH3:19][O:18][C:16](=[O:17])[CH2:15][C:14]1[C:21]([OH:23])=[N:1][CH:2]=[N:3][C:13]=1[OH:12], predict the reactants needed to synthesize it. The reactants are: [NH:1]1C2=NC=CC2=C[NH:3][CH2:2]1.C([O:12][C:13](=O)[CH:14]([C:21]([O:23]CC)=O)[CH2:15][C:16]([O:18][CH2:19]C)=[O:17])C.C(N)=N. (5) The reactants are: [NH2:1][C:2]1[CH:7]=[CH:6][C:5]([C:8]2[CH:9]=[CH:10][C:11]3[N:12]([N:14]=[C:15]([NH:17][C:18]4[CH:25]=[CH:24][CH:23]=[CH:22][C:19]=4[C:20]#[N:21])[N:16]=3)[CH:13]=2)=[CH:4][CH:3]=1.N1C=CC=CC=1.[C:32](Cl)(=[O:34])[CH3:33].C(=O)(O)[O-].[Na+]. Given the product [C:20]([C:19]1[CH:22]=[CH:23][CH:24]=[CH:25][C:18]=1[NH:17][C:15]1[N:16]=[C:11]2[CH:10]=[CH:9][C:8]([C:5]3[CH:4]=[CH:3][C:2]([NH:1][C:32](=[O:34])[CH3:33])=[CH:7][CH:6]=3)=[CH:13][N:12]2[N:14]=1)#[N:21], predict the reactants needed to synthesize it. (6) The reactants are: [Na:1].[CH:2]1[C:11]2[C:6](=[CH:7][CH:8]=[CH:9][CH:10]=2)[CH:5]=[CH:4][CH:3]=1.[CH3:12][O:13][CH2:14][CH2:15][O:16][CH3:17]. Given the product [Na:1].[CH:10]1[C:11]2[C:6](=[CH:5][CH:4]=[CH:3][CH:2]=2)[CH:7]=[CH:8][CH:9]=1.[CH3:12][O:13][CH2:14][CH2:15][O:16][CH3:17], predict the reactants needed to synthesize it. (7) Given the product [CH3:25][O:26][C:27]1[CH:28]=[C:29]([CH:32]=[CH:33][C:34]=1[O:35][CH3:36])[CH2:30][NH:31][C:22]([C:12]1[C:13]([C:16]2[CH:17]=[N:18][CH:19]=[CH:20][CH:21]=2)=[N:14][CH:15]=[C:10]([C:5]2[CH:4]=[C:3]([CH3:2])[CH:8]=[C:7]([CH3:9])[CH:6]=2)[CH:11]=1)=[O:23], predict the reactants needed to synthesize it. The reactants are: Cl.[CH3:2][C:3]1[CH:4]=[C:5]([C:10]2[CH:11]=[C:12]([C:22](O)=[O:23])[C:13]([C:16]3[CH:17]=[N:18][CH:19]=[CH:20][CH:21]=3)=[N:14][CH:15]=2)[CH:6]=[C:7]([CH3:9])[CH:8]=1.[CH3:25][O:26][C:27]1[CH:28]=[C:29]([CH:32]=[CH:33][C:34]=1[O:35][CH3:36])[CH2:30][NH2:31].C(Cl)CCl.C1C=CC2N(O)N=NC=2C=1.C(N(CC)CC)C. (8) Given the product [Br:29][C:30]1[CH:31]=[CH:32][C:33]2[O:37][C:36]3[C:38](=[O:40])[NH:39][C:42]([CH:44]4[O:49][CH2:48][CH2:47][N:46]([C:50]([O:52][C:53]([CH3:56])([CH3:55])[CH3:54])=[O:51])[CH2:45]4)=[N:41][C:35]=3[C:34]=2[CH:57]=1, predict the reactants needed to synthesize it. The reactants are: BrC1C=CC2OC3C(=O)NC(C4CCN(C(OC(C)(C)C)=O)CC4)=NC=3C=2C=1.[Br:29][C:30]1[CH:31]=[CH:32][C:33]2[O:37][C:36]([C:38](=[O:40])[NH2:39])=[C:35]([NH:41][C:42]([CH:44]3[O:49][CH2:48][CH2:47][N:46]([C:50]([O:52][C:53]([CH3:56])([CH3:55])[CH3:54])=[O:51])[CH2:45]3)=O)[C:34]=2[CH:57]=1.BrC1C=CC2OC(C(=O)N)=C(NC(C3CCN(C(OC(C)(C)C)=O)CC3)=O)C=2C=1.